Task: Predict the reactants needed to synthesize the given product.. Dataset: Full USPTO retrosynthesis dataset with 1.9M reactions from patents (1976-2016) (1) Given the product [CH:2]1([C:8]2[NH:12][N:11]=[C:10]([NH:13][C:14]3[C:15]4[CH2:30][CH2:29][CH2:28][C:16]=4[N:17]=[C:18]([N:20]4[CH2:24][CH2:23][CH2:22][C@H:21]4[C:25]([N:31]4[CH2:36][CH2:35][CH2:34][CH2:33][CH2:32]4)=[O:26])[N:19]=3)[CH:9]=2)[CH2:7][CH2:6][CH2:5][CH2:4][CH2:3]1, predict the reactants needed to synthesize it. The reactants are: Cl.[CH:2]1([C:8]2[NH:12][N:11]=[C:10]([NH:13][C:14]3[C:15]4[CH2:30][CH2:29][CH2:28][C:16]=4[N:17]=[C:18]([N:20]4[CH2:24][CH2:23][CH2:22][C@H:21]4[C:25](O)=[O:26])[N:19]=3)[CH:9]=2)[CH2:7][CH2:6][CH2:5][CH2:4][CH2:3]1.[NH:31]1[CH2:36][CH2:35][CH2:34][CH2:33][CH2:32]1.CCN=C=NCCCN(C)C.Cl.C1C=CC2N(O)N=NC=2C=1.CCN(C(C)C)C(C)C. (2) Given the product [C:1]([C:3]1[CH:4]=[C:5]([NH:9][C:10]2[N:18]=[CH:17][C:16]([F:19])=[CH:15][C:11]=2[C:12]([NH:21][C:22]([CH3:27])([CH2:25][CH3:26])[C:23]#[CH:24])=[O:14])[CH:6]=[CH:7][CH:8]=1)#[N:2], predict the reactants needed to synthesize it. The reactants are: [C:1]([C:3]1[CH:4]=[C:5]([NH:9][C:10]2[N:18]=[CH:17][C:16]([F:19])=[CH:15][C:11]=2[C:12]([OH:14])=O)[CH:6]=[CH:7][CH:8]=1)#[N:2].Cl.[NH2:21][C:22]([CH3:27])([CH2:25][CH3:26])[C:23]#[CH:24].C1C=CC2N(O)N=NC=2C=1.CCN=C=NCCCN(C)C.CCN(C(C)C)C(C)C. (3) Given the product [CH2:12]([CH:19]1[CH2:24][CH2:23][N:22]([C:25]2[CH:26]=[CH:27][C:28]([CH2:29][NH:30][C:9]([C:7]3[O:8][C:4]([N+:1]([O-:3])=[O:2])=[CH:5][CH:6]=3)=[O:10])=[CH:31][CH:32]=2)[CH2:21][CH2:20]1)[C:13]1[CH:14]=[CH:15][CH:16]=[CH:17][CH:18]=1, predict the reactants needed to synthesize it. The reactants are: [N+:1]([C:4]1[O:8][C:7]([C:9](Cl)=[O:10])=[CH:6][CH:5]=1)([O-:3])=[O:2].[CH2:12]([CH:19]1[CH2:24][CH2:23][N:22]([C:25]2[CH:32]=[CH:31][C:28]([C:29]#[N:30])=[CH:27][CH:26]=2)[CH2:21][CH2:20]1)[C:13]1[CH:18]=[CH:17][CH:16]=[CH:15][CH:14]=1.CCN(CC)CC. (4) Given the product [Cl:16][C:17]1[CH:18]=[C:19]([NH:23][C:24]([N:13]2[CH2:14][CH2:15][C:10]3[NH:9][N:8]=[C:7]([C:5]4[N:6]=[C:2]([CH3:1])[S:3][CH:4]=4)[C:11]=3[CH2:12]2)=[O:25])[CH:20]=[CH:21][CH:22]=1, predict the reactants needed to synthesize it. The reactants are: [CH3:1][C:2]1[S:3][CH:4]=[C:5]([C:7]2[C:11]3[CH2:12][NH:13][CH2:14][CH2:15][C:10]=3[NH:9][N:8]=2)[N:6]=1.[Cl:16][C:17]1[CH:18]=[C:19]([NH:23][C:24](=O)[O:25]C2C=CC=CC=2)[CH:20]=[CH:21][CH:22]=1.